From a dataset of Reaction yield outcomes from USPTO patents with 853,638 reactions. Predict the reaction yield, written as a fraction of the theoretical maximum amount of product (1.0 means a 100% yield; for example, 0.34 means a 34% yield). The yield is 0.310. No catalyst specified. The product is [OH:46][CH2:45][C:44]1[CH:47]=[CH:48][C:41]([NH:40][C:32]([NH:25][C:24]2[CH:26]=[CH:27][C:21]([C:9]3[N:8]=[C:7]([N:1]4[CH2:2][CH2:3][O:4][CH2:5][CH2:6]4)[N:12]=[C:11]([N:13]4[CH:14]5[CH2:20][CH2:19][CH:18]4[CH2:17][O:16][CH2:15]5)[N:10]=3)=[CH:22][CH:23]=2)=[O:38])=[CH:42][CH:43]=1. The reactants are [N:1]1([C:7]2[N:12]=[C:11]([N:13]3[CH:18]4[CH2:19][CH2:20][CH:14]3[CH2:15][O:16][CH2:17]4)[N:10]=[C:9]([C:21]3[CH:27]=[CH:26][C:24]([NH2:25])=[CH:23][CH:22]=3)[N:8]=2)[CH2:6][CH2:5][O:4][CH2:3][CH2:2]1.ClC(Cl)(O[C:32](=[O:38])OC(Cl)(Cl)Cl)Cl.[NH2:40][C:41]1[CH:48]=[CH:47][C:44]([CH2:45][OH:46])=[CH:43][CH:42]=1.